The task is: Predict the reactants needed to synthesize the given product.. This data is from Full USPTO retrosynthesis dataset with 1.9M reactions from patents (1976-2016). Given the product [Cl:130][C:128]1[CH:18]=[C:13]([C:14](=[O:91])[C@H:15]([OH:22])[CH3:16])[CH:12]=[CH:11][CH:10]=1, predict the reactants needed to synthesize it. The reactants are: CC[C@@H]1[C@@H]2C[C@H:10]([C@@H:11](OC3C4C(=CC=CC=4)C(O[C@@H:11]([C:12]4C=CN=[C:18]5[C:13]=4[CH:14]=[C:15]([O:22]C)[CH:16]=C5)[C@@H:10]4N5C[C@H](CC)[C@@H](CC5)C4)=NN=3)[C:12]3C=CN=[C:18]4[C:13]=3[CH:14]=[C:15]([O:22]C)[CH:16]=C4)N(CC2)C1.CS(N)(=O)=O.S([O-])([O-])=O.[Na+].[Na+].CC[C@H]1[C@H]2C[C@H]([C@H](OC3C4C(=CC=CC=4)C(O[C@H](C4C=CN=C5C=4C=C(OC)C=C5)[C@@H]4N5C[C@H](CC)[C@@H](CC5)C4)=NN=3)C3C=CN=C4C=3C=C([O:91]C)C=C4)N(CC2)C1.[CH2:128]([Cl:130])Cl.